This data is from Experimentally validated miRNA-target interactions with 360,000+ pairs, plus equal number of negative samples. The task is: Binary Classification. Given a miRNA mature sequence and a target amino acid sequence, predict their likelihood of interaction. The miRNA is rno-miR-338-3p with sequence UCCAGCAUCAGUGAUUUUGUUGA. The protein sequence of the target gene is MDGVSSEANEENDNIERPVRRRHSSILKPPRSPLQDLRGGNERVQESNALRNKKNSRRVSFADTIKVFQTESHMKIVRKSEMEGCSAMVPSQLQLLPPGFKRFSCLSLPETETGENLLLIQNKKLEDNYCEITGMNTLLSAPIHTQMQQKEFSIIEHTRERKHANDQTVIFSDENQMDLTSSHTVMITKGLLDNPISEKSTKIDTTSFLANLKLHTEDSRMKKEVNFSVDQNTSSENKIDFNDFIKRLKTGKCSAFPDVPDKENFEIPIYSKEPNSASSTHQMHVSLKEDENNSNITRLF.... Result: 0 (no interaction).